This data is from Forward reaction prediction with 1.9M reactions from USPTO patents (1976-2016). The task is: Predict the product of the given reaction. (1) Given the reactants [NH2:1][C:2]1[N:7]=[CH:6][N:5]=[C:4]2[N:8]([CH:12]([C:14]3[C:15]([O:33][CH3:34])=[C:16]([CH:22]4[CH2:25][N:24]([C:26]([O:28][C:29]([CH3:32])([CH3:31])[CH3:30])=[O:27])[CH2:23]4)[C:17]([F:21])=[C:18]([Cl:20])[CH:19]=3)[CH3:13])[N:9]=[C:10](I)[C:3]=12.[CH3:35][C:36]1(C)C(C)(C)OB(C=C)O1.C(=O)([O-])[O-].[Na+].[Na+], predict the reaction product. The product is: [NH2:1][C:2]1[N:7]=[CH:6][N:5]=[C:4]2[N:8]([CH:12]([C:14]3[C:15]([O:33][CH3:34])=[C:16]([CH:22]4[CH2:25][N:24]([C:26]([O:28][C:29]([CH3:32])([CH3:31])[CH3:30])=[O:27])[CH2:23]4)[C:17]([F:21])=[C:18]([Cl:20])[CH:19]=3)[CH3:13])[N:9]=[C:10]([CH:35]=[CH2:36])[C:3]=12. (2) Given the reactants [Li]C(C)(C)C.[CH3:6][O:7][C:8]1[CH:9]=[C:10](Br)[CH:11]=[C:12]([O:14][CH3:15])[CH:13]=1.[B:17](OC)([O:20]C)[O:18]C, predict the reaction product. The product is: [CH3:6][O:7][C:8]1[CH:9]=[C:10]([B:17]([OH:20])[OH:18])[CH:11]=[C:12]([O:14][CH3:15])[CH:13]=1. (3) Given the reactants C([N:4](CC)C(C)C)(C)C.[CH3:10][N:11]([CH3:16])[S:12](Cl)(=[O:14])=[O:13].[Cl:17][C:18]1[CH:43]=[CH:42][C:21]2[N:22]3[C:26]([CH2:27][NH:28][CH2:29][C:20]=2[CH:19]=1)=[N:25][N:24]=[C:23]3[CH:30]1[CH2:35][CH2:34][N:33]([C:36]2[N:41]=[CH:40][CH:39]=[CH:38][N:37]=2)[CH2:32][CH2:31]1, predict the reaction product. The product is: [NH3:4].[CH3:10][N:11]([CH3:16])[S:12]([N:28]1[CH2:27][C:26]2[N:22]([C:23]([CH:30]3[CH2:31][CH2:32][N:33]([C:36]4[N:37]=[CH:38][CH:39]=[CH:40][N:41]=4)[CH2:34][CH2:35]3)=[N:24][N:25]=2)[C:21]2[CH:42]=[CH:43][C:18]([Cl:17])=[CH:19][C:20]=2[CH2:29]1)(=[O:14])=[O:13]. (4) Given the reactants [NH:1]1[C:5]([C:6]2[CH:7]=[C:8]([C:12]3[N:17]4[N:18]=[CH:19][C:20]([C:21]([C:23]5[S:24][CH:25]=[CH:26][CH:27]=5)=[O:22])=[C:16]4[N:15]=[CH:14][CH:13]=3)[CH:9]=[CH:10][CH:11]=2)=[N:4][N:3]=[N:2]1.Br[CH2:29][C:30]1[CH:35]=[CH:34][CH:33]=[CH:32][N:31]=1, predict the reaction product. The product is: [N:31]1[CH:32]=[CH:33][CH:34]=[CH:35][C:30]=1[CH2:29][N:3]1[N:2]=[N:1][C:5]([C:6]2[CH:7]=[C:8]([C:12]3[N:17]4[N:18]=[CH:19][C:20]([C:21]([C:23]5[S:24][CH:25]=[CH:26][CH:27]=5)=[O:22])=[C:16]4[N:15]=[CH:14][CH:13]=3)[CH:9]=[CH:10][CH:11]=2)=[N:4]1. (5) Given the reactants [CH3:1][O:2][CH2:3][CH2:4][O:5][C:6]1[CH:7]=[C:8]2[C:12](=[C:13]([N:15]([CH3:25])[S:16]([C:19]3[CH:24]=[CH:23][CH:22]=[CH:21][N:20]=3)(=[O:18])=[O:17])[CH:14]=1)[NH:11][C:10]([C:26]([O:28]CC)=[O:27])=[CH:9]2.[OH-].[Na+].Cl, predict the reaction product. The product is: [CH3:1][O:2][CH2:3][CH2:4][O:5][C:6]1[CH:7]=[C:8]2[C:12](=[C:13]([N:15]([CH3:25])[S:16]([C:19]3[CH:24]=[CH:23][CH:22]=[CH:21][N:20]=3)(=[O:17])=[O:18])[CH:14]=1)[NH:11][C:10]([C:26]([OH:28])=[O:27])=[CH:9]2. (6) Given the reactants [O:1]=[C:2]1[NH:7][C:6]2[CH:8]=[C:9]([CH2:12][N:13]3[CH2:18][CH2:17][N:16]([C:19]4[CH:27]=[CH:26][C:22]([C:23](O)=[O:24])=[CH:21][CH:20]=4)[CH2:15][CH2:14]3)[CH:10]=[N:11][C:5]=2[N:4]2[CH2:28][CH2:29][CH2:30][C@@H:3]12.[CH3:31][CH:32]([NH2:34])[CH3:33].CCN(C(C)C)C(C)C.CN(C(ON1N=NC2C=CC=NC1=2)=[N+](C)C)C.F[P-](F)(F)(F)(F)F, predict the reaction product. The product is: [CH:32]([NH:34][C:23](=[O:24])[C:22]1[CH:21]=[CH:20][C:19]([N:16]2[CH2:17][CH2:18][N:13]([CH2:12][C:9]3[CH:10]=[N:11][C:5]4[N:4]5[CH2:28][CH2:29][CH2:30][C@H:3]5[C:2](=[O:1])[NH:7][C:6]=4[CH:8]=3)[CH2:14][CH2:15]2)=[CH:27][CH:26]=1)([CH3:33])[CH3:31]. (7) Given the reactants [N:1]1[C:10]2[C:9](=O)[CH2:8][CH2:7][CH2:6][C:5]=2[CH:4]=[CH:3][CH:2]=1.[CH3:12][C@@H:13]([NH2:20])[C:14]1[CH:19]=[CH:18][CH:17]=[CH:16][CH:15]=1, predict the reaction product. The product is: [N:1]1[C:10]2[C:9](=[N:20][C@@H:13]([C:14]3[CH:19]=[CH:18][CH:17]=[CH:16][CH:15]=3)[CH3:12])[CH2:8][CH2:7][CH2:6][C:5]=2[CH:4]=[CH:3][CH:2]=1. (8) Given the reactants [CH2:1]([O:3][C:4](=[O:29])[CH:5]([C:13]1[N:14]([CH3:28])[C:15]2[C:20]([C:21]=1[S:22]([CH2:25][CH3:26])(=[O:24])=[O:23])=[CH:19][C:18]([OH:27])=[CH:17][CH:16]=2)[CH2:6][C:7]1[CH:12]=[CH:11][CH:10]=[CH:9][CH:8]=1)[CH3:2].Cl.[N:31]1[CH:36]=[CH:35][CH:34]=[CH:33][C:32]=1[CH2:37]Cl, predict the reaction product. The product is: [CH2:1]([O:3][C:4](=[O:29])[CH:5]([C:13]1[N:14]([CH3:28])[C:15]2[C:20]([C:21]=1[S:22]([CH2:25][CH3:26])(=[O:23])=[O:24])=[CH:19][C:18]([O:27][CH2:37][C:32]1[CH:33]=[CH:34][CH:35]=[CH:36][N:31]=1)=[CH:17][CH:16]=2)[CH2:6][C:7]1[CH:8]=[CH:9][CH:10]=[CH:11][CH:12]=1)[CH3:2]. (9) Given the reactants [Si:1]([O:18][CH2:19][C:20]1[C:25]([N:26]2[CH2:31][C@H:30]([CH3:32])[O:29][C@H:28]([CH3:33])[CH2:27]2)=[C:24]([Cl:34])[C:23]([F:35])=[CH:22][N:21]=1)([C:14]([CH3:17])([CH3:16])[CH3:15])([C:8]1[CH:13]=[CH:12][CH:11]=[CH:10][CH:9]=1)[C:2]1[CH:7]=[CH:6][CH:5]=[CH:4][CH:3]=1.[F:36][C:37]1[CH:44]=[C:43]([CH:45]=[O:46])[CH:42]=[CH:41][C:38]=1[C:39]#[N:40], predict the reaction product. The product is: [Si:1]([O:18][CH2:19][C:20]1[N:21]=[C:22]([CH:45]([OH:46])[C:43]2[CH:42]=[CH:41][C:38]([C:39]#[N:40])=[C:37]([F:36])[CH:44]=2)[C:23]([F:35])=[C:24]([Cl:34])[C:25]=1[N:26]1[CH2:31][C@H:30]([CH3:32])[O:29][C@H:28]([CH3:33])[CH2:27]1)([C:14]([CH3:17])([CH3:15])[CH3:16])([C:8]1[CH:13]=[CH:12][CH:11]=[CH:10][CH:9]=1)[C:2]1[CH:3]=[CH:4][CH:5]=[CH:6][CH:7]=1. (10) Given the reactants [C:1]([Si:5]([O:8][C:9]1[C:14]([CH3:15])=[CH:13][CH:12]=[CH:11][C:10]=1[F:16])([CH3:7])[CH3:6])([CH3:4])([CH3:3])[CH3:2].F[C:18]1C=CC=C(C=C)C=1O, predict the reaction product. The product is: [C:1]([Si:5]([O:8][C:9]1[C:14]([CH:15]=[CH2:18])=[CH:13][CH:12]=[CH:11][C:10]=1[F:16])([CH3:7])[CH3:6])([CH3:4])([CH3:3])[CH3:2].